Task: Predict the reactants needed to synthesize the given product.. Dataset: Full USPTO retrosynthesis dataset with 1.9M reactions from patents (1976-2016) (1) Given the product [CH3:1][C:2]1[C:3](=[O:30])[C:4]2[C:9]([C:10](=[O:29])[C:11]=1[CH2:12][CH:13]([C:15](=[O:28])[C@@H:16]([CH:25]([CH3:27])[CH3:26])[NH2:17])[NH2:14])=[CH:8][CH:7]=[CH:6][CH:5]=2, predict the reactants needed to synthesize it. The reactants are: [CH3:1][C:2]1[C:3](=[O:30])[C:4]2[C:9]([C:10](=[O:29])[C:11]=1[CH2:12][CH:13]([C:15](=[O:28])[C@@H:16]([CH:25]([CH3:27])[CH3:26])[NH:17]C(OC(C)(C)C)=O)[NH2:14])=[CH:8][CH:7]=[CH:6][CH:5]=2.C(Cl)Cl.C(O)(C(F)(F)F)=O.Cl. (2) Given the product [NH2:19][C:18]1[C:9]([NH:8][C:6]([O:5][C:1]([CH3:4])([CH3:3])[CH3:2])=[O:7])=[C:10]([CH:15]=[CH:16][CH:17]=1)[C:11]([O:13][CH3:14])=[O:12], predict the reactants needed to synthesize it. The reactants are: [C:1]([O:5][C:6]([NH:8][C:9]1[C:18]([N+:19]([O-])=O)=[CH:17][CH:16]=[CH:15][C:10]=1[C:11]([O:13][CH3:14])=[O:12])=[O:7])([CH3:4])([CH3:3])[CH3:2]. (3) Given the product [F:8][CH:2]([F:1])[CH:3]([OH:4])[CH2:63][NH:59][C:60](=[O:65])[O:43][CH2:42][C:36]1[CH:37]=[CH:38][CH:39]=[CH:40][CH:41]=1, predict the reactants needed to synthesize it. The reactants are: [F:1][CH:2]([F:8])[C:3](OCC)=[O:4].BrCBr.[Li]CCCC.[BH4-].[Na+].[N-]=[N+]=[N-].[Na+].[C:36]1(P([C:36]2[CH:41]=[CH:40][CH:39]=[CH:38][CH:37]=2)[C:36]2[CH:41]=[CH:40][CH:39]=[CH:38][CH:37]=2)[CH:41]=[CH:40][CH:39]=[CH:38][CH:37]=1.[C:42](=O)([O-])[O-:43].[K+].[K+].C(OC(O[N:59]1[C:63](=O)CC[C:60]1=[O:65])=O)C1C=CC=CC=1.